Predict which catalyst facilitates the given reaction. From a dataset of Catalyst prediction with 721,799 reactions and 888 catalyst types from USPTO. (1) Reactant: [H-].[Na+].Cl[CH2:4][C:5]([NH:7][C@H:8]1[CH2:13][CH2:12][N:11]([C:14]([O:16][CH2:17][C:18]2[CH:23]=[CH:22][CH:21]=[CH:20][CH:19]=2)=[O:15])[CH2:10][C@@H:9]1[OH:24])=[O:6].[Cl-].[NH4+]. Product: [O:6]=[C:5]1[CH2:4][O:24][C@H:9]2[CH2:10][N:11]([C:14]([O:16][CH2:17][C:18]3[CH:23]=[CH:22][CH:21]=[CH:20][CH:19]=3)=[O:15])[CH2:12][CH2:13][C@@H:8]2[NH:7]1. The catalyst class is: 1. (2) Reactant: [CH3:1][N:2]([CH3:10])/[N:3]=[C:4](\[CH3:9])/[C:5]([F:8])([F:7])[F:6].C([N-]C(C)C)(C)C.[Li+].CCCCCCC.O1CCCC1.C(C1C=CC=CC=1)C.[F:39][CH2:40]/[C:41](=[N:50]/[S@@:51]([C:53]([CH3:56])([CH3:55])[CH3:54])=[O:52])/[C:42]1[CH:47]=[CH:46][CH:45]=[C:44]([CH3:48])[C:43]=1[F:49].C[Al](C)C.NN. Product: [CH3:1][N:2]([CH3:10])/[N:3]=[C:4](\[C:5]([F:8])([F:7])[F:6])/[CH2:9][C:41]([NH:50][S@@:51]([C:53]([CH3:56])([CH3:55])[CH3:54])=[O:52])([C:42]1[CH:47]=[CH:46][CH:45]=[C:44]([CH3:48])[C:43]=1[F:49])[CH2:40][F:39]. The catalyst class is: 182.